Dataset: Merck oncology drug combination screen with 23,052 pairs across 39 cell lines. Task: Regression. Given two drug SMILES strings and cell line genomic features, predict the synergy score measuring deviation from expected non-interaction effect. (1) Drug 1: CN(C)C(=N)N=C(N)N. Cell line: OV90. Drug 2: O=C(O)C1(Cc2cccc(Nc3nccs3)n2)CCC(Oc2cccc(Cl)c2F)CC1. Synergy scores: synergy=2.56. (2) Drug 1: CC1CC2C3CCC4=CC(=O)C=CC4(C)C3(F)C(O)CC2(C)C1(O)C(=O)CO. Drug 2: Cc1nc(Nc2ncc(C(=O)Nc3c(C)cccc3Cl)s2)cc(N2CCN(CCO)CC2)n1. Cell line: UWB1289BRCA1. Synergy scores: synergy=1.74.